The task is: Predict which catalyst facilitates the given reaction.. This data is from Catalyst prediction with 721,799 reactions and 888 catalyst types from USPTO. Reactant: [CH:1]([NH:3][C:4]1[CH:13]=[CH:12][C:7]([C:8]([O:10][CH3:11])=[O:9])=[CH:6][C:5]=1[CH3:14])=O.CO.CO.Cl. Product: [CH3:14][C:5]1[CH:6]=[C:7]([CH:12]=[CH:13][C:4]=1[NH:3][CH3:1])[C:8]([O:10][CH3:11])=[O:9]. The catalyst class is: 7.